From a dataset of Reaction yield outcomes from USPTO patents with 853,638 reactions. Predict the reaction yield, written as a fraction of the theoretical maximum amount of product (1.0 means a 100% yield; for example, 0.34 means a 34% yield). (1) The reactants are N[C:2]1[CH:7]=[C:6]([N+:8]([O-:10])=[O:9])[CH:5]=[CH:4][C:3]=1[N:11]1[CH2:16][CH2:15][N:14]([C:17]([C:19]2[CH:24]=[CH:23][CH:22]=[CH:21][CH:20]=2)=[O:18])[CH2:13][CH2:12]1.C=O.[CH3:27]COCC.C=O.O.[C:35]([BH3-])#[N:36].[Na+]. The catalyst is C(O)(=O)C. The product is [CH3:27][N:36]([CH3:35])[C:2]1[CH:7]=[C:6]([N+:8]([O-:10])=[O:9])[CH:5]=[CH:4][C:3]=1[N:11]1[CH2:16][CH2:15][N:14]([C:17]([C:19]2[CH:24]=[CH:23][CH:22]=[CH:21][CH:20]=2)=[O:18])[CH2:13][CH2:12]1. The yield is 0.690. (2) The product is [Cl:1][C:2]1[CH:3]=[C:4]([CH:10]=[CH:11][C:12]=1[Cl:13])[CH:5]=[CH:6][C:7]([O:9][CH3:14])=[O:8]. The catalyst is CN(C=O)C. The yield is 0.970. The reactants are [Cl:1][C:2]1[CH:3]=[C:4]([CH:10]=[CH:11][C:12]=1[Cl:13])[CH:5]=[CH:6][C:7]([OH:9])=[O:8].[C:14](=O)([O-])[O-].[Cs+].[Cs+].CI.O. (3) The reactants are C(OC([N:8]1[C:16]2[C:11](=[CH:12][C:13]([CH2:17][CH:18]([C:39]([O:41]C)=[O:40])[NH:19][C:20]([N:22]3[CH2:27][CH2:26][CH:25]([N:28]4[CH2:37][C:36]5[C:31](=[CH:32][CH:33]=[CH:34][CH:35]=5)[NH:30][C:29]4=[O:38])[CH2:24][CH2:23]3)=[O:21])=[CH:14][CH:15]=2)[CH:10]=[N:9]1)=O)(C)(C)C.O.[OH-].[Li+]. The catalyst is O1CCCC1.CO.O. The product is [NH:8]1[C:16]2[C:11](=[CH:12][C:13]([CH2:17][CH:18]([NH:19][C:20]([N:22]3[CH2:27][CH2:26][CH:25]([N:28]4[CH2:37][C:36]5[C:31](=[CH:32][CH:33]=[CH:34][CH:35]=5)[NH:30][C:29]4=[O:38])[CH2:24][CH2:23]3)=[O:21])[C:39]([OH:41])=[O:40])=[CH:14][CH:15]=2)[CH:10]=[N:9]1. The yield is 0.800. (4) The reactants are [C:1]([C:5]1[N:13]=[C:12]2[C:8]([N:9]=[CH:10][N:11]2[CH2:14][C:15]2[N:19]([CH:20]3[CH2:22][CH2:21]3)[N:18]=[N:17][N:16]=2)=[C:7](Cl)[N:6]=1)([CH3:4])([CH3:3])[CH3:2].CCN(C(C)C)C(C)C.[NH:33]1[CH2:37][CH2:36][C@H:35]([OH:38])[CH2:34]1.C1(C)C=CC=CC=1. The catalyst is C(#N)C. The product is [C:1]([C:5]1[N:13]=[C:12]2[C:8]([N:9]=[CH:10][N:11]2[CH2:14][C:15]2[N:19]([CH:20]3[CH2:22][CH2:21]3)[N:18]=[N:17][N:16]=2)=[C:7]([N:33]2[CH2:37][CH2:36][C@H:35]([OH:38])[CH2:34]2)[N:6]=1)([CH3:4])([CH3:3])[CH3:2]. The yield is 0.280.